This data is from Reaction yield outcomes from USPTO patents with 853,638 reactions. The task is: Predict the reaction yield, written as a fraction of the theoretical maximum amount of product (1.0 means a 100% yield; for example, 0.34 means a 34% yield). The reactants are N[C:2]1[CH:3]=[CH:4][C:5]([Cl:8])=[N:6][CH:7]=1.N([O-])=O.[Na+].[S:13](=[O:15])=[O:14].[ClH:16]. No catalyst specified. The product is [Cl:8][C:5]1[C:4]([S:13]([Cl:16])(=[O:15])=[O:14])=[CH:3][CH:2]=[CH:7][N:6]=1. The yield is 0.420.